Dataset: HIV replication inhibition screening data with 41,000+ compounds from the AIDS Antiviral Screen. Task: Binary Classification. Given a drug SMILES string, predict its activity (active/inactive) in a high-throughput screening assay against a specified biological target. (1) The compound is COc1c2occc2c(N=Cc2c[nH]c3ccccc23)c2ccc(=O)oc12. The result is 0 (inactive). (2) The compound is N#CC(CO)(NC(=O)OCc1ccccc1)C(F)F. The result is 0 (inactive).